Dataset: Full USPTO retrosynthesis dataset with 1.9M reactions from patents (1976-2016). Task: Predict the reactants needed to synthesize the given product. (1) Given the product [Cl:23][C:24]1[CH:25]=[CH:26][C:27]([N:39]2[CH:43]=[N:42][N:41]=[N:40]2)=[C:28]([CH:38]=1)[CH2:29][NH:30][C:31](=[O:37])[C@@H:32]1[CH2:36][CH2:35][CH2:34][N:33]1[C:55]([C:52]1([CH3:58])[CH2:53][CH2:54][N:51]1[C:49]([O:48][C:44]([CH3:47])([CH3:46])[CH3:45])=[O:50])=[O:56], predict the reactants needed to synthesize it. The reactants are: C(Cl)CCl.C1C=NC2N(O)N=NC=2C=1.CN1CCOCC1.Cl.[Cl:23][C:24]1[CH:25]=[CH:26][C:27]([N:39]2[CH:43]=[N:42][N:41]=[N:40]2)=[C:28]([CH:38]=1)[CH2:29][NH:30][C:31](=[O:37])[C@@H:32]1[CH2:36][CH2:35][CH2:34][NH:33]1.[C:44]([O:48][C:49]([N:51]1[CH2:54][CH2:53][C:52]1([CH3:58])[C:55](O)=[O:56])=[O:50])([CH3:47])([CH3:46])[CH3:45]. (2) Given the product [Cl:12][C:13]1[C:14]([CH3:31])=[N:15][S:16][C:17]=1[NH:18][C:19](=[O:30])[CH:20]([C:22]1[CH:27]=[CH:26][C:25]2[O:5][C:4]([C:3]3[CH:7]=[CH:8][CH:9]=[C:10]([Cl:11])[C:2]=3[Cl:1])=[N:29][C:24]=2[CH:23]=1)[CH3:21], predict the reactants needed to synthesize it. The reactants are: [Cl:1][C:2]1[C:10]([Cl:11])=[CH:9][CH:8]=[CH:7][C:3]=1[C:4](Cl)=[O:5].[Cl:12][C:13]1[C:14]([CH2:31]C)=[N:15][S:16][C:17]=1[NH:18][C:19](=[O:30])[CH:20]([C:22]1[CH:27]=[CH:26][C:25](O)=[C:24]([NH2:29])[CH:23]=1)[CH3:21].N1C=CC=CC=1.C1(C)C=CC(S(O)(=O)=O)=CC=1. (3) Given the product [CH2:2]1[C:7]2[C:8]3[CH2:14][CH2:13][CH2:12][CH2:11][C:9]=3[S:10][C:6]=2[C:4](=[O:5])[CH2:3]1, predict the reactants needed to synthesize it. The reactants are: Cl[CH2:2][CH2:3][C:4]([C:6]1[S:10][C:9]2[CH2:11][CH2:12][CH2:13][CH2:14][C:8]=2[CH:7]=1)=[O:5].S(=O)(=O)(O)O. (4) Given the product [CH3:27][C:23]1[N:22]2[CH:28]=[C:19]([C:17]([OH:18])=[O:16])[N:20]=[C:21]2[CH:26]=[CH:25][CH:24]=1.[CH3:14][C:2]1[CH:3]=[CH:4][C:5]2[N:6]([CH:8]=[C:9]([C:11]([OH:13])=[O:12])[N:10]=2)[CH:7]=1.[CH2:14]([O:16][C:17]([C:19]1[N:20]=[C:21]2[CH:26]=[CH:25][C:24]([CH3:2])=[CH:23][N:22]2[CH:28]=1)=[O:18])[CH3:15], predict the reactants needed to synthesize it. The reactants are: F[C:2]1[CH:3]=[CH:4][C:5]2[N:6]([CH:8]=[C:9]([C:11]([OH:13])=[O:12])[N:10]=2)[CH:7]=1.[CH2:14]([O:16][C:17]([C:19]1[NH:20][CH:21]2[CH:26]=[CH:25][CH:24]=[C:23]([CH3:27])[N:22]2[CH:28]=1)=[O:18])[CH3:15].